Predict the product of the given reaction. From a dataset of Forward reaction prediction with 1.9M reactions from USPTO patents (1976-2016). (1) Given the reactants C([N:8]1[CH2:12][C:11]([F:14])([F:13])[CH:10]([OH:15])[CH2:9]1)C1C=CC=CC=1.[CH3:28][C:27]([O:26][C:24](O[C:24]([O:26][C:27]([CH3:30])([CH3:29])[CH3:28])=[O:25])=[O:25])([CH3:30])[CH3:29], predict the reaction product. The product is: [F:13][C:11]1([F:14])[CH:10]([OH:15])[CH2:9][N:8]([C:24]([O:26][C:27]([CH3:28])([CH3:29])[CH3:30])=[O:25])[CH2:12]1. (2) Given the reactants [N:1]([C@@H:4]([C@H:7]([OH:17])[CH2:8][O:9][CH2:10][C:11]1[CH:16]=[CH:15][CH:14]=[CH:13][CH:12]=1)[CH2:5][OH:6])=[N+:2]=[N-:3].C(N(CC)CC)C.[C:25]1([CH3:35])[CH:30]=[CH:29][C:28]([S:31](Cl)(=[O:33])=[O:32])=[CH:27][CH:26]=1, predict the reaction product. The product is: [CH3:35][C:25]1[CH:30]=[CH:29][C:28]([S:31]([O:6][CH2:5][C@@H:4]([N:1]=[N+:2]=[N-:3])[C@H:7]([OH:17])[CH2:8][O:9][CH2:10][C:11]2[CH:16]=[CH:15][CH:14]=[CH:13][CH:12]=2)(=[O:33])=[O:32])=[CH:27][CH:26]=1. (3) The product is: [N+:24]([CH2:2][CH2:3][C:4]([C:6]1[CH:11]=[CH:10][C:9]([CH2:12][CH2:13][CH2:14][CH2:15][CH2:16][CH2:17][CH2:18][CH3:19])=[CH:8][CH:7]=1)=[O:5])([O-:26])=[O:25]. Given the reactants Cl[CH2:2][CH2:3][C:4]([C:6]1[CH:11]=[CH:10][C:9]([CH2:12][CH2:13][CH2:14][CH2:15][CH2:16][CH2:17][CH2:18][CH3:19])=[CH:8][CH:7]=1)=[O:5].CC(C)=O.[N:24]([O-:26])=[O:25].[Na+].CCCCCC, predict the reaction product. (4) Given the reactants F[C:2]1[CH:7]=[CH:6][CH:5]=[CH:4][C:3]=1[N+:8]([O-:10])=[O:9].Cl.C([O:14][C:15](=[O:18])[CH2:16]N)C.[CH2:19]([N:21](CC)CC)C.[OH-].[Na+], predict the reaction product. The product is: [N+:8]([C:3]1[CH:4]=[CH:5][CH:6]=[CH:7][C:2]=1[NH:21][CH2:19][CH2:16][C:15]([OH:14])=[O:18])([O-:10])=[O:9]. (5) Given the reactants C(=O)([O-])[O-].[K+].[K+].[CH2:7](OB(O)O)[CH3:8].Br[C:14]1[CH:19]=[CH:18][N:17]=[C:16]2[N:20]([CH2:35][CH2:36][CH2:37][O:38][CH3:39])[CH:21]=[C:22]([CH2:23][N:24]([CH:32]3[CH2:34][CH2:33]3)[C:25](=[O:31])[O:26][C:27]([CH3:30])([CH3:29])[CH3:28])[C:15]=12.O, predict the reaction product. The product is: [CH:32]1([N:24]([CH2:23][C:22]2[C:15]3[C:16](=[N:17][CH:18]=[CH:19][C:14]=3[CH2:7][CH3:8])[N:20]([CH2:35][CH2:36][CH2:37][O:38][CH3:39])[CH:21]=2)[C:25](=[O:31])[O:26][C:27]([CH3:28])([CH3:30])[CH3:29])[CH2:33][CH2:34]1. (6) Given the reactants [C:1]1([S:7]([C:10]2[CH:19]=[C:18]3[C:13]([CH2:14][CH2:15][C@H:16]([CH2:20]OS(C4C=CC(C)=CC=4)(=O)=O)[O:17]3)=[CH:12][CH:11]=2)(=[O:9])=[O:8])[CH:6]=[CH:5][CH:4]=[CH:3][CH:2]=1.[CH3:32][NH2:33].[OH-].[Na+], predict the reaction product. The product is: [C:1]1([S:7]([C:10]2[CH:19]=[C:18]3[C:13]([CH2:14][CH2:15][C@H:16]([CH2:20][NH:33][CH3:32])[O:17]3)=[CH:12][CH:11]=2)(=[O:9])=[O:8])[CH:6]=[CH:5][CH:4]=[CH:3][CH:2]=1. (7) Given the reactants [Br:1][C:2]1[CH:3]=[CH:4][C:5]2[C:6]3[N:14]([CH2:15][CH:16]([CH3:18])[CH3:17])[C:13]([CH2:19][CH2:20][CH3:21])=[N:12][C:7]=3[CH:8]=[N:9][C:10]=2[CH:11]=1.ClC1C=C(C=CC=1)C(OO)=O.[OH-].[NH4+:34].C1(C)C=CC(S(Cl)(=O)=O)=CC=1, predict the reaction product. The product is: [Br:1][C:2]1[CH:3]=[CH:4][C:5]2[C:6]3[N:14]([CH2:15][CH:16]([CH3:17])[CH3:18])[C:13]([CH2:19][CH2:20][CH3:21])=[N:12][C:7]=3[C:8]([NH2:34])=[N:9][C:10]=2[CH:11]=1. (8) Given the reactants [CH2:1]([O:8][C:9]([N:11]1[CH2:15][CH2:14][CH:13]([C:16](O)=[O:17])[CH2:12]1)=[O:10])[C:2]1[CH:7]=[CH:6][CH:5]=[CH:4][CH:3]=1.B.Cl, predict the reaction product. The product is: [OH:17][CH2:16][CH:13]1[CH2:14][CH2:15][N:11]([C:9]([O:8][CH2:1][C:2]2[CH:3]=[CH:4][CH:5]=[CH:6][CH:7]=2)=[O:10])[CH2:12]1. (9) Given the reactants Cl[C:2]1[C:3]2[S:22][CH2:21][CH2:20][C:4]=2[N:5]=[C:6]([N:8]2[CH2:13][CH2:12][N:11]([C:14]3[CH:19]=[CH:18][CH:17]=[CH:16][CH:15]=3)[CH2:10][CH2:9]2)[N:7]=1.[C:23]1([NH2:29])[CH:28]=[CH:27][CH:26]=[CH:25][CH:24]=1, predict the reaction product. The product is: [CH:23]1([NH:29][C:2]2[C:3]3[S:22][CH2:21][CH2:20][C:4]=3[N:5]=[C:6]([N:8]3[CH2:13][CH2:12][N:11]([C:14]4[CH:19]=[CH:18][CH:17]=[CH:16][CH:15]=4)[CH2:10][CH2:9]3)[N:7]=2)[CH2:28][CH2:27][CH2:26][CH2:25][CH2:24]1.